From a dataset of Full USPTO retrosynthesis dataset with 1.9M reactions from patents (1976-2016). Predict the reactants needed to synthesize the given product. (1) Given the product [CH:36]1([C:39]2[NH:43][C:42]([C:44]3[CH:45]=[C:46]([NH:51][C:52](=[O:69])[C:53]4[CH:58]=[CH:57][C:56]([N:59]5[CH2:64][C@@H:63]([CH3:65])[N:62]([CH3:66])[C@@H:61]([CH3:67])[CH2:60]5)=[CH:55][C:54]=4[CH3:68])[CH:47]=[CH:48][C:49]=3[Cl:50])=[N:41][CH:40]=2)[CH2:5][CH2:4][CH2:3][CH2:11][CH2:35]1, predict the reactants needed to synthesize it. The reactants are: Cl.Cl[C:3]1[CH:11]=CC([N+]([O-])=O)=C[C:4]=1[C:5](=N)N.BrC(C)C=O.BrC(CC)C=O.BrC(C(C)C)C=O.CC1[CH:35]=[C:36]([C:39]2[NH:43][C:42]([C:44]3[CH:45]=[C:46]([NH:51][C:52](=[O:69])[C:53]4[CH:58]=[CH:57][C:56]([N:59]5[CH2:64][C@@H:63]([CH3:65])[N:62]([CH3:66])[C@@H:61]([CH3:67])[CH2:60]5)=[CH:55][C:54]=4[CH3:68])[CH:47]=[CH:48][C:49]=3[Cl:50])=[N:41][CH:40]=2)SC=1. (2) The reactants are: Cl[C:2]1[C:7]2[C:8](=[O:33])[N:9]([C:13]3[CH:18]=[CH:17][C:16]([N:19]4[CH2:23][CH2:22][N:21]([CH2:24][C:25]([O:27][CH2:28][CH3:29])=[O:26])[C:20]4=[O:30])=[C:15]([CH2:31]C)[CH:14]=3)[CH2:10][CH2:11][O:12][C:6]=2[N:5]=[CH:4][N:3]=1.[NH3:34]. Given the product [NH2:34][C:2]1[C:7]2[C:8](=[O:33])[N:9]([C:13]3[CH:18]=[CH:17][C:16]([N:19]4[CH2:23][CH2:22][N:21]([CH2:24][C:25]([O:27][CH2:28][CH3:29])=[O:26])[C:20]4=[O:30])=[C:15]([CH3:31])[CH:14]=3)[CH2:10][CH2:11][O:12][C:6]=2[N:5]=[CH:4][N:3]=1, predict the reactants needed to synthesize it. (3) Given the product [C:1]([NH:8][C:9]1[S:10][C:11]2[CH2:22][CH2:21][CH2:20][CH2:19][C:12]=2[C:13]=1[C:14]([N:24]([CH3:25])[CH3:23])=[O:15])(=[O:7])[CH2:2][CH2:3][CH2:4][CH2:5][CH3:6], predict the reactants needed to synthesize it. The reactants are: [C:1]([NH:8][C:9]1[S:10][C:11]2[CH2:22][CH2:21][CH2:20][CH2:19][C:12]=2[C:13]=1[C:14](OCC)=[O:15])(=[O:7])[CH2:2][CH2:3][CH2:4][CH2:5][CH3:6].[CH3:23][NH:24][CH3:25]. (4) Given the product [CH:17]1([NH:20][C:21]([C:23]2[CH:24]=[C:25]([F:33])[C:26]([CH3:32])=[C:27]([C:2]3[N:3]=[CH:4][C:5]([C:6]([NH:8][C@@H:9]([CH3:10])[C:11]([CH3:14])([CH3:13])[CH3:12])=[O:7])=[CH:15][CH:16]=3)[CH:28]=2)=[O:22])[CH2:19][CH2:18]1, predict the reactants needed to synthesize it. The reactants are: Cl[C:2]1[CH:16]=[CH:15][C:5]([C:6]([NH:8][C@H:9]([C:11]([CH3:14])([CH3:13])[CH3:12])[CH3:10])=[O:7])=[CH:4][N:3]=1.[CH:17]1([NH:20][C:21]([C:23]2[CH:24]=[C:25]([F:33])[C:26]([CH3:32])=[C:27](B(O)O)[CH:28]=2)=[O:22])[CH2:19][CH2:18]1.C(=O)([O-])O.[Na+]. (5) The reactants are: [C:1]([NH:4][C:5]1[CH:10]=[CH:9][C:8]([CH2:11][CH2:12][C:13]([OH:15])=O)=[CH:7][CH:6]=1)(=[O:3])[CH3:2].[Cl-].[Na+].[Cl-].[Al+3].[Cl-].[Cl-]. Given the product [C:1]([NH:4][C:5]1[CH:6]=[C:7]2[C:8]([CH2:11][CH2:12][C:13]2=[O:15])=[CH:9][CH:10]=1)(=[O:3])[CH3:2], predict the reactants needed to synthesize it. (6) Given the product [C:27]([C:24]1[CH:23]=[CH:22][C:21]([O:20][CH2:19][CH2:18][CH2:17][O:12][C:8]2[CH:7]=[C:6]([CH2:5][CH:4]([O:13][CH3:14])[C:3]([OH:2])=[O:15])[CH:11]=[CH:10][CH:9]=2)=[CH:26][CH:25]=1)(=[O:28])[C:29]1[CH:30]=[CH:31][CH:32]=[CH:33][CH:34]=1, predict the reactants needed to synthesize it. The reactants are: C[O:2][C:3](=[O:15])[CH:4]([O:13][CH3:14])[CH2:5][C:6]1[CH:11]=[CH:10][CH:9]=[C:8]([OH:12])[CH:7]=1.Br[CH2:17][CH2:18][CH2:19][O:20][C:21]1[CH:26]=[CH:25][C:24]([C:27]([C:29]2[CH:34]=[CH:33][CH:32]=[CH:31][CH:30]=2)=[O:28])=[CH:23][CH:22]=1. (7) Given the product [C:1]([CH:3]=[C:4]1[CH2:9][CH2:8][N:7]([C:10]2[CH:15]=[CH:14][C:13]([N:16]3[CH2:20][C@H:19]([CH2:21][NH:22][CH2:27][CH:26]=[CH2:25])[O:18][C:17]3=[O:23])=[CH:12][C:11]=2[F:24])[CH2:6][CH2:5]1)#[N:2], predict the reactants needed to synthesize it. The reactants are: [C:1]([CH:3]=[C:4]1[CH2:9][CH2:8][N:7]([C:10]2[CH:15]=[CH:14][C:13]([N:16]3[CH2:20][C@H:19]([CH2:21][NH2:22])[O:18][C:17]3=[O:23])=[CH:12][C:11]=2[F:24])[CH2:6][CH2:5]1)#[N:2].[CH2:25](Br)[CH:26]=[CH2:27].C(=O)([O-])[O-].[K+].[K+]. (8) Given the product [CH3:41][S:42]([O:1][CH2:2][C@@H:3]1[N:8]([C:9]2[CH:14]=[CH:13][C:12]([C:15]([OH:24])([C:16]([F:17])([F:18])[F:19])[C:20]([F:21])([F:22])[F:23])=[CH:11][CH:10]=2)[CH2:7][CH2:6][N:5]([C:25]([O:27][C:28]([CH3:31])([CH3:30])[CH3:29])=[O:26])[CH2:4]1)(=[O:44])=[O:43], predict the reactants needed to synthesize it. The reactants are: [OH:1][CH2:2][C@@H:3]1[N:8]([C:9]2[CH:14]=[CH:13][C:12]([C:15]([OH:24])([C:20]([F:23])([F:22])[F:21])[C:16]([F:19])([F:18])[F:17])=[CH:11][CH:10]=2)[CH2:7][CH2:6][N:5]([C:25]([O:27][C:28]([CH3:31])([CH3:30])[CH3:29])=[O:26])[CH2:4]1.CCN(C(C)C)C(C)C.[CH3:41][S:42](Cl)(=[O:44])=[O:43]. (9) The reactants are: [C:1]([OH:20])(=[O:19])[CH2:2][CH2:3][CH2:4][CH2:5][CH2:6][CH2:7][CH2:8]/[CH:9]=[CH:10]\[CH2:11]/[CH:12]=[CH:13]\[CH2:14]/[CH:15]=[CH:16]\[CH2:17][CH3:18].C(=O)([O-])[O-].[Na+:25].[Na+]. Given the product [Na+:25].[C:1]([O-:20])(=[O:19])[CH2:2][CH2:3][CH2:4][CH2:5][CH2:6][CH2:7][CH2:8]/[CH:9]=[CH:10]\[CH2:11]/[CH:12]=[CH:13]\[CH2:14]/[CH:15]=[CH:16]\[CH2:17][CH3:18], predict the reactants needed to synthesize it. (10) Given the product [NH:1]1[C:9]2[C:4](=[CH:5][C:6]([C:10]3[N:15]=[C:14]([CH2:16][OH:17])[CH:13]=[C:12]([N:19]4[CH2:24][CH2:23][O:22][CH2:21][CH2:20]4)[N:11]=3)=[CH:7][CH:8]=2)[CH:3]=[CH:2]1, predict the reactants needed to synthesize it. The reactants are: [NH:1]1[C:9]2[C:4](=[CH:5][C:6]([C:10]3[N:15]=[C:14]([C:16](O)=[O:17])[CH:13]=[C:12]([N:19]4[CH2:24][CH2:23][O:22][CH2:21][CH2:20]4)[N:11]=3)=[CH:7][CH:8]=2)[CH:3]=[CH:2]1.[H-].[Al+3].[Li+].[H-].[H-].[H-].O.[OH-].[Na+].